Dataset: Reaction yield outcomes from USPTO patents with 853,638 reactions. Task: Predict the reaction yield, written as a fraction of the theoretical maximum amount of product (1.0 means a 100% yield; for example, 0.34 means a 34% yield). (1) The reactants are [C:1]1([S:7]([C:10]2([O:13][C:14]3[N:19]=[C:18]([Cl:20])[C:17](Br)=[CH:16][CH:15]=3)[CH2:12][CH2:11]2)(=[O:9])=[O:8])[CH:6]=[CH:5][CH:4]=[CH:3][CH:2]=1.C([Sn](CCCC)(CCCC)[C:27]1[N:28]=[CH:29][N:30]([C:32]([C:45]2[CH:50]=[CH:49][CH:48]=[CH:47][CH:46]=2)([C:39]2[CH:44]=[CH:43][CH:42]=[CH:41][CH:40]=2)[C:33]2[CH:38]=[CH:37][CH:36]=[CH:35][CH:34]=2)[CH:31]=1)CCC. No catalyst specified. The product is [C:1]1([S:7]([C:10]2([O:13][C:14]3[N:19]=[C:18]([Cl:20])[C:17]([C:27]4[N:28]=[CH:29][N:30]([C:32]([C:33]5[CH:38]=[CH:37][CH:36]=[CH:35][CH:34]=5)([C:45]5[CH:46]=[CH:47][CH:48]=[CH:49][CH:50]=5)[C:39]5[CH:40]=[CH:41][CH:42]=[CH:43][CH:44]=5)[CH:31]=4)=[CH:16][CH:15]=3)[CH2:12][CH2:11]2)(=[O:9])=[O:8])[CH:6]=[CH:5][CH:4]=[CH:3][CH:2]=1. The yield is 0.650. (2) The reactants are Cl[CH2:2][CH2:3][C:4]([NH:6][C:7]1[CH:8]=[C:9]([CH:13]([CH3:16])[C:14]#[N:15])[CH:10]=[CH:11][CH:12]=1)=[O:5].[Al+3].[Cl-].[Cl-].[Cl-]. The catalyst is C(Cl)Cl. The product is [O:5]=[C:4]1[CH2:3][CH2:2][C:12]2[C:7](=[CH:8][C:9]([CH:13]([CH3:16])[C:14]#[N:15])=[CH:10][CH:11]=2)[NH:6]1. The yield is 0.620. (3) The reactants are [CH2:1]([O:3][C:4](=[O:17])[C:5]([CH2:14][C:15]#[N:16])([CH2:11][CH2:12][CH3:13])[C:6]([O:8]CC)=[O:7])[CH3:2].C(O)C(N)(CO)CO.[OH-].[Na+].S(=O)(=O)(O)O.O=[Si]=O. The catalyst is O1CCCC1.C(OCC)(=O)C. The product is [CH2:1]([O:3][C:4](=[O:17])[C@:5]([CH2:14][C:15]#[N:16])([CH2:11][CH2:12][CH3:13])[C:6]([OH:8])=[O:7])[CH3:2]. The yield is 0.947. (4) The yield is 0.590. The product is [Br:1][C:2]1[CH:10]=[C:6]([C:18]([O:19][CH3:20])=[O:21])[C:5]2[CH:11]=[CH:23][NH:12][C:4]=2[CH:3]=1. The catalyst is C(O)(=O)C.[Fe]. The reactants are [Br:1][C:2]1[CH:3]=[C:4]([N+:12]([O-])=O)[C:5]([CH3:11])=[C:6]([CH:10]=1)C(O)=O.CN([CH:18]([O:21]C)[O:19][CH3:20])C.[CH3:23]N(C=O)C. (5) The reactants are [F:1][C:2]1[CH:3]=[C:4]([CH:6]=[CH:7][CH:8]=1)[NH2:5].[NH2:9][C:10]1[C:11]([C:15](Cl)=[N:16][OH:17])=[N:12][O:13][N:14]=1.C(N(CC)CC)C. The catalyst is C(O)C. The product is [NH2:9][C:10]1[C:11]([C:15](=[N:16][OH:17])[NH:5][C:4]2[CH:6]=[CH:7][CH:8]=[C:2]([F:1])[CH:3]=2)=[N:12][O:13][N:14]=1. The yield is 0.290. (6) The reactants are [F:1][C:2]1[CH:3]=[CH:4][C:5]2[N:6]([CH:8]=[C:9]([C:11]([NH:13][C@H:14]3[CH2:19][CH2:18][C@@H:17]([N:20]4[C:25](=[O:26])[C:24]5[CH:27]=[C:28]([F:31])[CH:29]=[N:30][C:23]=5[N:22]([C:32]5[CH:33]=[C:34]([C:38]6[CH:43]=[CH:42][C:41]([CH:44]=O)=[CH:40][CH:39]=6)[CH:35]=[CH:36][CH:37]=5)[C:21]4=[O:46])[CH2:16][CH2:15]3)=[O:12])[N:10]=2)[CH:7]=1.[CH3:47][NH:48][C:49]([CH3:52])([CH3:51])[CH3:50].C(O[BH-](OC(=O)C)OC(=O)C)(=O)C.[Na+].C(OC)(OC)OC. The catalyst is ClCCCl.CO. The product is [C:49]([N:48]([CH2:44][C:41]1[CH:42]=[CH:43][C:38]([C:34]2[CH:35]=[CH:36][CH:37]=[C:32]([N:22]3[C:23]4[N:30]=[CH:29][C:28]([F:31])=[CH:27][C:24]=4[C:25](=[O:26])[N:20]([C@@H:17]4[CH2:18][CH2:19][C@H:14]([NH:13][C:11]([C:9]5[N:10]=[C:5]6[CH:4]=[CH:3][C:2]([F:1])=[CH:7][N:6]6[CH:8]=5)=[O:12])[CH2:15][CH2:16]4)[C:21]3=[O:46])[CH:33]=2)=[CH:39][CH:40]=1)[CH3:47])([CH3:52])([CH3:51])[CH3:50]. The yield is 0.150.